From a dataset of Peptide-MHC class I binding affinity with 185,985 pairs from IEDB/IMGT. Regression. Given a peptide amino acid sequence and an MHC pseudo amino acid sequence, predict their binding affinity value. This is MHC class I binding data. (1) The peptide sequence is EVAEKDAMY. The MHC is HLA-B15:01 with pseudo-sequence HLA-B15:01. The binding affinity (normalized) is 0.387. (2) The peptide sequence is YKACHNSEL. The MHC is BoLA-AW10 with pseudo-sequence BoLA-AW10. The binding affinity (normalized) is 0.0641. (3) The peptide sequence is WLHECTDESR. The MHC is HLA-A68:01 with pseudo-sequence HLA-A68:01. The binding affinity (normalized) is 0.482. (4) The peptide sequence is LAIKNYYRKT. The MHC is HLA-A02:02 with pseudo-sequence HLA-A02:02. The binding affinity (normalized) is 0.0283. (5) The peptide sequence is LFLSFCSLF. The MHC is HLA-A69:01 with pseudo-sequence HLA-A69:01. The binding affinity (normalized) is 0.0847. (6) The peptide sequence is RIEQLYPFA. The MHC is HLA-A80:01 with pseudo-sequence HLA-A80:01. The binding affinity (normalized) is 0.0847. (7) The peptide sequence is AQSYLRNFL. The MHC is HLA-A02:01 with pseudo-sequence HLA-A02:01. The binding affinity (normalized) is 0.410. (8) The peptide sequence is LLQLTVWGI. The MHC is HLA-A02:01 with pseudo-sequence HLA-A02:01. The binding affinity (normalized) is 0.769. (9) The peptide sequence is LWSYNAELL. The MHC is HLA-A24:02 with pseudo-sequence HLA-A24:02. The binding affinity (normalized) is 0.204. (10) The MHC is HLA-A68:01 with pseudo-sequence HLA-A68:01. The binding affinity (normalized) is 0.539. The peptide sequence is SSSIDVDKR.